From a dataset of Full USPTO retrosynthesis dataset with 1.9M reactions from patents (1976-2016). Predict the reactants needed to synthesize the given product. Given the product [C:21]([C:2]1[CH:3]=[C:4]2[C:8](=[N:9][CH:10]=1)[NH:7][C:6](=[O:11])[CH2:5]2)([O:25][CH2:17][CH3:18])=[O:22], predict the reactants needed to synthesize it. The reactants are: Br[C:2]1[CH:3]=[C:4]2[C:8](=[N:9][CH:10]=1)[NH:7][C:6](=[O:11])[CH2:5]2.C(N([CH2:17][CH3:18])CC)C.[C]=O.[CH3:21][OH:22].CS(C)=[O:25].